Task: Predict the product of the given reaction.. Dataset: Forward reaction prediction with 1.9M reactions from USPTO patents (1976-2016) (1) Given the reactants [F:1][C:2]1[CH:3]=[C:4]2[C:9](=[CH:10][CH:11]=1)[N:8]=[C:7]([CH3:12])[CH:6]=[C:5]2[OH:13].Cl[C:15]1[C:24]2[C:19](=[CH:20][C:21]([O:27][CH3:28])=[C:22]([O:25][CH3:26])[CH:23]=2)[N:18]=[CH:17][CH:16]=1.O, predict the reaction product. The product is: [CH3:26][O:25][C:22]1[CH:23]=[C:24]2[C:19](=[CH:20][C:21]=1[O:27][CH3:28])[N:18]=[CH:17][CH:16]=[C:15]2[O:13][C:5]1[C:4]2[C:9](=[CH:10][CH:11]=[C:2]([F:1])[CH:3]=2)[N:8]=[C:7]([CH3:12])[CH:6]=1. (2) The product is: [F:13][C:2]([F:1])([F:12])[C:3]1[C:7]2[CH:8]=[N:9][CH:10]=[CH:11][C:6]=2[N:5]([CH2:15][C:16]([NH:18][C:19]2[S:23][C:22]3[CH2:24][CH2:25][CH2:26][CH2:27][C:21]=3[C:20]=2[C:28]([NH2:30])=[O:29])=[O:17])[N:4]=1. Given the reactants [F:1][C:2]([F:13])([F:12])[C:3]1[C:7]2[CH:8]=[N:9][CH:10]=[CH:11][C:6]=2[NH:5][N:4]=1.Br[CH2:15][C:16]([NH:18][C:19]1[S:23][C:22]2[CH2:24][CH2:25][CH2:26][CH2:27][C:21]=2[C:20]=1[C:28]([NH2:30])=[O:29])=[O:17].C(=O)([O-])[O-].[K+].[K+], predict the reaction product. (3) The product is: [ClH:36].[F:1][C:2]1[CH:10]=[C:9]([C:11]2[N:16]=[C:15]3[N:17]([CH2:20][C:21]4[CH:22]=[C:23]5[C:28](=[CH:29][CH:30]=4)[N:27]=[CH:26][CH:25]=[CH:24]5)[N:18]=[N:19][C:14]3=[CH:13][CH:12]=2)[CH:8]=[CH:7][C:3]=1[C:4]([NH2:6])=[O:5]. Given the reactants [F:1][C:2]1[CH:10]=[C:9]([C:11]2[N:16]=[C:15]3[N:17]([CH2:20][C:21]4[CH:22]=[C:23]5[C:28](=[CH:29][CH:30]=4)[N:27]=[CH:26][CH:25]=[CH:24]5)[N:18]=[N:19][C:14]3=[CH:13][CH:12]=2)[CH:8]=[CH:7][C:3]=1[C:4]([NH2:6])=[O:5].CCOCC.[ClH:36], predict the reaction product. (4) Given the reactants O[C:2]([CH3:16])([CH3:15])[C:3]#[C:4][C:5]([C:7]1[CH:12]=[CH:11][C:10]([O:13][CH3:14])=[CH:9][CH:8]=1)=[O:6].CC[OH:19], predict the reaction product. The product is: [CH3:14][O:13][C:10]1[CH:11]=[CH:12][C:7]([C:5]2[O:6][C:2]([CH3:16])([CH3:15])[C:3](=[O:19])[CH:4]=2)=[CH:8][CH:9]=1. (5) Given the reactants [C:1]([C:3]1[CH:20]=[CH:19][C:6]([O:7][CH2:8][C:9]2[CH:10]=[C:11]([CH:16]=[CH:17][CH:18]=2)[C:12](OC)=[O:13])=[CH:5][CH:4]=1)#[N:2].B([O-])=O.[Na+].[OH-].[Na+], predict the reaction product. The product is: [OH:13][CH2:12][C:11]1[CH:10]=[C:9]([CH:18]=[CH:17][CH:16]=1)[CH2:8][O:7][C:6]1[CH:19]=[CH:20][C:3]([C:1]#[N:2])=[CH:4][CH:5]=1. (6) The product is: [CH2:1]([N:8]1[C@@H:13]2[C@H:14]([S:16]([C:19]3[CH:24]=[CH:23][CH:22]=[CH:21][CH:20]=3)(=[O:17])=[O:18])[CH2:15][C@@:9]1([C:26]1[CH:27]=[CH:28][C:29]([F:32])=[CH:30][CH:31]=1)[C:10](=[O:25])[CH2:11][CH2:12]2)[C:2]1[CH:7]=[CH:6][CH:5]=[CH:4][CH:3]=1. Given the reactants [CH2:1]([N:8]1[C@@H:13]2[C@H:14]([S:16]([C:19]3[CH:24]=[CH:23][CH:22]=[CH:21][CH:20]=3)(=[O:18])=[O:17])[CH2:15][C@@:9]1([C:26]1[CH:31]=[CH:30][C:29]([F:32])=[CH:28][CH:27]=1)[C:10](=[O:25])[CH:11]=[CH:12]2)[C:2]1[CH:7]=[CH:6][CH:5]=[CH:4][CH:3]=1.C(OCC)(=O)C, predict the reaction product. (7) Given the reactants [Si:1]([O:18][CH2:19][CH2:20][CH:21]([C:30]1[N:31]=[N:32][N:33]([CH:36]2[CH2:39][CH:38]([CH2:40][CH:41]([CH3:43])[CH3:42])[CH2:37]2)[C:34]=1I)[CH2:22][C:23]([O:25][C:26]([CH3:29])([CH3:28])[CH3:27])=[O:24])([C:14]([CH3:17])([CH3:16])[CH3:15])([C:8]1[CH:13]=[CH:12][CH:11]=[CH:10][CH:9]=1)[C:2]1[CH:7]=[CH:6][CH:5]=[CH:4][CH:3]=1.[CH:44]1(B2OC(C)(C)C(C)(C)O2)[CH2:46][CH2:45]1.P([O-])([O-])([O-])=O.[K+].[K+].[K+].CN(C)C(=O)C, predict the reaction product. The product is: [Si:1]([O:18][CH2:19][CH2:20][CH:21]([C:30]1[N:31]=[N:32][N:33]([CH:36]2[CH2:39][CH:38]([CH2:40][CH:41]([CH3:43])[CH3:42])[CH2:37]2)[C:34]=1[CH:44]1[CH2:46][CH2:45]1)[CH2:22][C:23]([O:25][C:26]([CH3:29])([CH3:28])[CH3:27])=[O:24])([C:14]([CH3:17])([CH3:16])[CH3:15])([C:8]1[CH:13]=[CH:12][CH:11]=[CH:10][CH:9]=1)[C:2]1[CH:7]=[CH:6][CH:5]=[CH:4][CH:3]=1.